This data is from Reaction yield outcomes from USPTO patents with 853,638 reactions. The task is: Predict the reaction yield, written as a fraction of the theoretical maximum amount of product (1.0 means a 100% yield; for example, 0.34 means a 34% yield). (1) The reactants are [N:1]1[CH:6]=[CH:5][CH:4]=[C:3]([C:7]2[N:8]=[N:9][N:10]([CH2:12][C:13]3[CH:18]=[CH:17][C:16]([CH2:19][CH2:20][NH2:21])=[CH:15][CH:14]=3)[CH:11]=2)[CH:2]=1.[C:22]1([C:31]2[CH:36]=[CH:35][CH:34]=[CH:33][CH:32]=2)[C:23]([C:28](O)=[O:29])=[CH:24][CH:25]=[CH:26][CH:27]=1. No catalyst specified. The product is [N:1]1[CH:6]=[CH:5][CH:4]=[C:3]([C:7]2[N:8]=[N:9][N:10]([CH2:12][C:13]3[CH:18]=[CH:17][C:16]([CH2:19][CH2:20][NH:21][C:28]([C:23]4[C:22]([C:31]5[CH:36]=[CH:35][CH:34]=[CH:33][CH:32]=5)=[CH:27][CH:26]=[CH:25][CH:24]=4)=[O:29])=[CH:15][CH:14]=3)[CH:11]=2)[CH:2]=1. The yield is 0.660. (2) The reactants are C([O:3][C:4]([C:6]1[C:7]([CH3:27])=[C:8]([C:20]([O:22][C:23]([CH3:26])([CH3:25])[CH3:24])=[O:21])[NH:9][C:10]=1[CH2:11][CH2:12][CH2:13][NH:14][CH2:15][CH2:16][N:17]([CH3:19])[CH3:18])=O)C.C[Al](C)C. The catalyst is C1(C)C=CC=CC=1. The product is [C:23]([O:22][C:20]([C:8]1[NH:9][C:10]2[CH2:11][CH2:12][CH2:13][N:14]([CH2:15][CH2:16][N:17]([CH3:19])[CH3:18])[C:4](=[O:3])[C:6]=2[C:7]=1[CH3:27])=[O:21])([CH3:26])([CH3:25])[CH3:24]. The yield is 0.714. (3) The reactants are [F:1][C:2]([F:7])([F:6])[C:3]([OH:5])=[O:4].[F:8][C:9]([F:14])([F:13])[C:10]([OH:12])=[O:11].[Cl:15][C:16]1[CH:17]=[N:18][C:19]2[NH:20][C:21]3[CH:22]=[N:23][CH:24]=[C:25]([CH:47]=3)[CH2:26][CH2:27][C:28]3[CH:36]=[C:32]([NH:33][C:34]=1[N:35]=2)[CH:31]=[CH:30][C:29]=3[NH:37][C:38](=[O:46])[CH2:39][CH:40]1[CH2:45][CH2:44][NH:43][CH2:42][CH2:41]1.[CH3:48][N:49]1[CH:53]=[CH:52][N:51]=[C:50]1[C:54](O)=[O:55]. No catalyst specified. The product is [F:1][C:2]([F:7])([F:6])[C:3]([OH:5])=[O:4].[F:8][C:9]([F:14])([F:13])[C:10]([OH:12])=[O:11].[Cl:15][C:16]1[CH:17]=[N:18][C:19]2[NH:20][C:21]3[CH:22]=[N:23][CH:24]=[C:25]([CH:47]=3)[CH2:26][CH2:27][C:28]3[CH:36]=[C:32]([NH:33][C:34]=1[N:35]=2)[CH:31]=[CH:30][C:29]=3[NH:37][C:38](=[O:46])[CH2:39][CH:40]1[CH2:45][CH2:44][N:43]([C:54]([C:50]2[N:49]([CH3:48])[CH:53]=[CH:52][N:51]=2)=[O:55])[CH2:42][CH2:41]1. The yield is 0.700. (4) The reactants are [Cl:1][C:2]1[C:10]2[N:9]=[C:8]3[N:11]([C:15]4[CH:20]=[CH:19][C:18](Cl)=[CH:17][C:16]=4[Cl:22])[CH2:12][CH2:13][CH2:14][N:7]3[C:6]=2[C:5]([CH:23]([OH:26])[CH2:24][CH3:25])=[CH:4][CH:3]=1.[CH:27]1([C:30]([OH:32])=O)[CH2:29][CH2:28]1.C(N(CC)CC)C.Cl.C(N=C=NCCCN(C)C)C.[Cl-].[NH4+].[O:54]1CCC[CH2:55]1. The catalyst is CN(C)C1C=CN=CC=1. The product is [CH:27]1([C:30]([O:26][CH:23]([C:5]2[C:6]3[N:7]4[CH2:14][CH2:13][CH2:12][N:11]([C:15]5[CH:20]=[CH:19][C:18]([O:54][CH3:55])=[CH:17][C:16]=5[Cl:22])[C:8]4=[N:9][C:10]=3[C:2]([Cl:1])=[CH:3][CH:4]=2)[CH2:24][CH3:25])=[O:32])[CH2:29][CH2:28]1. The yield is 0.430. (5) The reactants are [CH:1]([O:4][CH:5]1[C:29]2[C:24](=[CH:25][CH:26]=[CH:27][CH:28]=2)[O:23][C:7]2([CH2:12][CH2:11][N:10](C(OCC3C=CC=CC=3)=O)[CH2:9][CH2:8]2)[CH2:6]1)([CH3:3])[CH3:2].[H][H]. The catalyst is [Pd].C(O)(C)C. The product is [CH:1]([O:4][CH:5]1[C:29]2[C:24](=[CH:25][CH:26]=[CH:27][CH:28]=2)[O:23][C:7]2([CH2:12][CH2:11][NH:10][CH2:9][CH2:8]2)[CH2:6]1)([CH3:3])[CH3:2]. The yield is 0.820. (6) The reactants are [OH:1][CH2:2][C@@H:3]1[C@:12]2([CH3:13])[C@H:7]([C:8]([CH3:15])([CH3:14])[CH2:9][CH2:10][CH2:11]2)[CH2:6][CH2:5][C@@:4]1([CH3:17])[OH:16].CC1C=NC2C(C=1C)=CC=C1C=2N=CC(C)=C1C.C1(C)C=CC=CC=1.I[C:44]1[CH:49]=[C:48]([O:50][CH3:51])[CH:47]=[C:46]([O:52][CH3:53])[CH:45]=1. The catalyst is COCCOCCOC. The product is [CH3:51][O:50][C:48]1[CH:49]=[C:44]([CH:45]=[C:46]([O:52][CH3:53])[CH:47]=1)[O:1][CH2:2][C@@H:3]1[C@:12]2([CH3:13])[C@H:7]([C:8]([CH3:15])([CH3:14])[CH2:9][CH2:10][CH2:11]2)[CH2:6][CH2:5][C@@:4]1([CH3:17])[OH:16]. The yield is 0.700.